The task is: Regression. Given a target protein amino acid sequence and a drug SMILES string, predict the binding affinity score between them. We predict pKi (pKi = -log10(Ki in M); higher means stronger inhibition). Dataset: bindingdb_ki.. This data is from Drug-target binding data from BindingDB using Ki measurements. (1) The compound is Cc1c2oc3c(C)ccc(C(=O)N[C@@H]4C(=O)N[C@H](C(C)C)C(=O)N5CCC[C@H]5C(=O)N(C)CC(=O)N(C)[C@@H](C(C)C)C(=O)O[C@@H]4C)c3nc-2c(C(=O)N[C@@H]2C(=O)N[C@H](C(C)C)C(=O)N3CCC[C@H]3C(=O)N(C)CC(=O)N(C)[C@@H](C(C)C)C(=O)O[C@@H]2C)c(N)c1=O. The target protein (P41543) has sequence MRQVWFSWIVGLFLCFFNVSSAAQYEPPATWENVDYKRTIDVSNAYISETIEITIKNIASEPATEYFTAFESGIFSKVSFFSAYFTNEATFLNSQLLANSTTAPGDDGESEIRYGIIQFPNAISPQEEVSLVIKSFYNTVGIPYPEHVGMSEEQHLLWETNRLPLSAYDTKKASFTLIGSSSFEEYHPPNDESLLGKANGNSFEFGPWEDIPRFSSNETLAIVYSHNAPLNQVVNLRRDIWLSHWASTIQFEEYYELTNKAAKLSKGFSRLELMKQIQTQNMRQTHFVTVLDMLLPEGATDHYFTDLVGLVSTSHAERDHFFIRPRFPIFGGWNYNFTVGWTNKLSDFLHVSSGSDEKFVASIPILNGPPDTVYDNVELSVFLPEGAEIFDIDSPVPFTNVSIETQKSYFDLNKGHVKLTFSYRNLISQVANGQVLIKYDYPKSSFFKKPLSIACYIFTALMGVFVLKTLNMNVTN. The pKi is 7.4. (2) The compound is CCCN(CCC)C1CCc2cccc(O)c2C1. The target protein (P30966) has sequence MDLPVNLTSFSLSTPSSLEPNRSLDTEVLRPSRPFLSAFRVLVLTLLGFLAAATFTWNLLVLATILKVRTFHRVPHNLVASMAISDVLVAVLVMPLSLVHELSGRRWQLGRRLCQLWIACDVLCCTASIWNVTAIALDRYWSITRHLEYTLRTRKRVSNVMILLTWALSTVISLAPLLFGWGETYSEPSEECQVSREPSYTVFSTVGAFYLPLCVVLFVYWKIYRAAKFRMGSRKTNSVSPVPEAVEVKNATQHPQMVFTVRHATVTFQTEGDTWREQKEQRAALMVGILIGVFVLCWFPFFVTELISPLCSWDVPAIWKSIFLWLGYSNSFFNPLIYTAFNRSYSSAFKVFFSKQQ. The pKi is 5.8. (3) The drug is CC(C)[C@H](NC(=O)[C@H](C)N)C(=O)N1CCC[C@H]1C(=O)N[C@@H](Cc1c[nH]c2ccccc12)C(=O)O. The target protein sequence is MQTHAARFKTFFNWPSSVLVNPEQLAAAGFYYVGNSDDVKCFSCDGGLRCWESGDDPWVQHAKWFPGCEYLIRIKGQEYINNIHLTHSL. The pKi is 7.2. (4) The drug is CC(C)C1NC(=O)C(CCCCN)NC(=O)C(Cc2c[nH]c3ccccc23)NC(=O)C(Cc2ccc(O)cc2)NC(=O)C(C)N(C)C(=O)C(Cc2ccccc2)NC1=O. The target protein (P30936) has sequence MAAVTYPSSVPTTLDPGNASSAWPLDTSLGNASAGTSLAGLAVSGILISLVYLVVCVVGLLGNSLVIYVVLRHTSSPSVTSVYILNLALADELFMLGLPFLAAQNALSYWPFGSLMCRLVMAVDGINQFTSIFCLTVMSVDRYLAVVHPTRSARWRTAPVARMVSAAVWVASAVVVLPVVVFSGVPRGMSTCHMQWPEPAAAWRTAFIIYTAALGFFGPLLVICLCYLLIVVKVRSTTRRVRAPSCQWVQAPACQRRRRSERRVTRMVVAVVALFVLCWMPFYLLNIVNVVCPLPEEPAFFGLYFLVVALPYANSCANPILYGFLSYRFKQGFRRILLRPSRRVRSQEPGSGPPEKTEEEEDEEEEERREEEERRMQRGQEMNGRLSQIAQPGPSGQQQRPCTGTAKEQQLLPQEATAGDKASTLSHL. The pKi is 7.3. (5) The compound is CNC(C)Cc1ccccc1. The target is MLLARMKPQVQPELGGADQ. The pKi is 6.6. (6) The small molecule is CCNc1nc(C#Cc2ccc(Cl)s2)nc2c1ncn2[C@H]1[C@H](O)[C@H](O)[C@]2(C(=O)NC)C[C@H]12. The target protein (Q28309) has sequence MAVNGTALLLANVTYITVEILIGLCAIVGNVLVIWVVKLNPSLQTTTFYFIVSLALADIAVGVLVMPLAIVISLGITIQFYNCLFMTCLLLIFTHASIMSLLAIAVDRYLRVKLTVRYRRVTTQRRIWLALGLCWLVSFLVGLTPMFGWNMKLTSEHQRNVTFLSCQFSSVMRMDYMVYFSFFTWILIPLVVMCAIYLDIFYVIRNKLNQNFSSSKETGAFYGREFKTAKSLFLVLFLFAFSWLPLSIINCITYFHGEVPQIILYLGILLSHANSMMNPIVYAYKIKKFKETYLLIFKTYMICQSSDSLDSSTE. The pKi is 8.8.